Dataset: Full USPTO retrosynthesis dataset with 1.9M reactions from patents (1976-2016). Task: Predict the reactants needed to synthesize the given product. Given the product [CH3:25][O:28][C:9](=[O:14])[CH:13]([CH2:12][CH:11]([CH3:10])[CH3:1])[CH2:21][C:22]([O:24][C:36]([CH3:42])([CH3:41])[CH3:37])=[O:23], predict the reactants needed to synthesize it. The reactants are: [C:1](CC(OCC)=O)#N.[C:9]1(=[O:14])[CH2:13][CH2:12][CH2:11][CH2:10]1.[N+](O)([O-])=O.NC[CH2:21][C:22]([OH:24])=[O:23].[C:25]([O-:28])(=O)C.[NH4+].N1CCCCC1.[C:36]1([CH3:42])[CH:41]=CC=C[CH:37]=1.